This data is from Forward reaction prediction with 1.9M reactions from USPTO patents (1976-2016). The task is: Predict the product of the given reaction. (1) Given the reactants CCN(C(C)C)C(C)C.[NH2:10][C:11]1([C:17]([NH:19][C@H:20]([C:24]2[CH:29]=[CH:28][C:27]([Cl:30])=[CH:26][CH:25]=2)[CH2:21][CH2:22][OH:23])=[O:18])[CH2:16][CH2:15][NH:14][CH2:13][CH2:12]1.Cl[C:32]1[N:37]=[CH:36][N:35]=[C:34]2[NH:38][N:39]=[CH:40][C:33]=12, predict the reaction product. The product is: [NH2:10][C:11]1([C:17]([NH:19][C@H:20]([C:24]2[CH:29]=[CH:28][C:27]([Cl:30])=[CH:26][CH:25]=2)[CH2:21][CH2:22][OH:23])=[O:18])[CH2:16][CH2:15][N:14]([C:32]2[N:37]=[CH:36][N:35]=[C:34]3[NH:38][N:39]=[CH:40][C:33]=23)[CH2:13][CH2:12]1. (2) Given the reactants [O:1]=[C:2]1[C:10]2[C:5](=[CH:6][CH:7]=[CH:8][CH:9]=2)[CH:4]([O:11][C:12](=[O:40])[C:13]2[CH:18]=[CH:17][CH:16]=[C:15]([CH2:19][CH:20]([NH:34][C:35](=[O:37])[CH3:36])[B:21]3[O:29]C4C(C)(C5CC(C4)C5(C)C)[O:22]3)[C:14]=2OC)[O:3]1.[Cl-].[Al+3].[Cl-].[Cl-], predict the reaction product. The product is: [O:1]=[C:2]1[C:10]2[C:5](=[CH:6][CH:7]=[CH:8][CH:9]=2)[CH:4]([O:11][C:12]([C:13]2[C:14]3[O:29][B:21]([OH:22])[C@@H:20]([NH:34][C:35](=[O:37])[CH3:36])[CH2:19][C:15]=3[CH:16]=[CH:17][CH:18]=2)=[O:40])[O:3]1. (3) Given the reactants [CH2:1]([O:8][C:9]1[CH:10]=[C:11]([CH:14]=[CH:15][C:16]=1S(C(F)(F)F)(=O)=O)[CH:12]=[O:13])[C:2]1[CH:7]=[CH:6][CH:5]=[CH:4][CH:3]=1.[C:24]([O-:27])(=[O:26])C.[K+], predict the reaction product. The product is: [CH2:1]([O:8][C:9]1[CH:10]=[C:11]([CH:12]=[O:13])[CH:14]=[CH:15][C:16]=1[C:24]([OH:27])=[O:26])[C:2]1[CH:7]=[CH:6][CH:5]=[CH:4][CH:3]=1. (4) The product is: [F:19][C:16]([F:17])([F:18])[C:15]([C:12]1[CH:13]=[CH:14][C:9]([O:8][C:6]2[CH:5]=[N:4][CH:3]=[C:2]([CH:7]=2)[C:32]#[N:33])=[C:10]([CH2:28][CH2:29][CH3:30])[CH:11]=1)([O:24][CH2:25][O:26][CH3:27])[C:20]([F:21])([F:22])[F:23]. Given the reactants Br[C:2]1[CH:3]=[N:4][CH:5]=[C:6]([O:8][C:9]2[CH:14]=[CH:13][C:12]([C:15]([O:24][CH2:25][O:26][CH3:27])([C:20]([F:23])([F:22])[F:21])[C:16]([F:19])([F:18])[F:17])=[CH:11][C:10]=2[CH2:28][CH2:29][CH3:30])[CH:7]=1.O.[CH3:32][N:33](C)C=O, predict the reaction product. (5) Given the reactants [N:1]1[CH:6]=[CH:5][CH:4]=[CH:3][N:2]=1.[C:7]1([CH2:13]C(O)=O)[CH:12]=[CH:11][CH:10]=[CH:9][CH:8]=1.S(OOS([O-])(=O)=O)([O-])(=O)=O.[NH4+].[NH4+], predict the reaction product. The product is: [CH2:13]([C:5]1[CH:4]=[CH:3][N:2]=[N:1][CH:6]=1)[C:7]1[CH:12]=[CH:11][CH:10]=[CH:9][CH:8]=1. (6) Given the reactants N1C=CC=CC=1.[CH2:7]([O:14][N:15]([C@H:28]1[CH2:33][N:32]([C:34]([O:36][C:37]([CH3:40])([CH3:39])[CH3:38])=[O:35])[C@H:31]([C:41](=O)[NH2:42])[CH2:30][CH2:29]1)[S:16]([C:19]1[CH:24]=[CH:23][CH:22]=[CH:21][C:20]=1[N+:25]([O-:27])=[O:26])(=[O:18])=[O:17])[C:8]1[CH:13]=[CH:12][CH:11]=[CH:10][CH:9]=1.O(S(C(F)(F)F)(=O)=O)S(C(F)(F)F)(=O)=O.CCOC(C)=O, predict the reaction product. The product is: [CH2:7]([O:14][N:15]([C@H:28]1[CH2:33][N:32]([C:34]([O:36][C:37]([CH3:38])([CH3:40])[CH3:39])=[O:35])[C@H:31]([C:41]#[N:42])[CH2:30][CH2:29]1)[S:16]([C:19]1[CH:24]=[CH:23][CH:22]=[CH:21][C:20]=1[N+:25]([O-:27])=[O:26])(=[O:18])=[O:17])[C:8]1[CH:9]=[CH:10][CH:11]=[CH:12][CH:13]=1. (7) Given the reactants [C:1](Cl)(=[O:5])[CH2:2][CH2:3][CH3:4].[CH3:7][O:8][C:9]1[C:14]([NH2:15])=[CH:13][C:12]([CH3:16])=[C:11]([C:17]2[CH:22]=[CH:21][C:20]([O:23][C:24]([F:27])([F:26])[F:25])=[CH:19][C:18]=2[O:28][CH3:29])[N:10]=1.C(N(C(C)C)CC)(C)C.CCOC(C)=O, predict the reaction product. The product is: [CH3:7][O:8][C:9]1[C:14]([NH:15][C:1](=[O:5])[CH2:2][CH2:3][CH3:4])=[CH:13][C:12]([CH3:16])=[C:11]([C:17]2[CH:22]=[CH:21][C:20]([O:23][C:24]([F:26])([F:27])[F:25])=[CH:19][C:18]=2[O:28][CH3:29])[N:10]=1. (8) Given the reactants [Cl:1][C:2]1[CH:7]=[CH:6][C:5]([C:8]2[CH:9]=[N:10][CH:11]=[C:12]3[C:17]=2[N:16]=[C:15]([C:18]([OH:20])=O)[CH:14]=[CH:13]3)=[CH:4][CH:3]=1.C(N(CC)C(C)C)(C)C.F[P-](F)(F)(F)(F)F.N1(OC(N(C)C)=[N+](C)C)C2N=CC=CC=2N=N1.[N:54]1[CH:59]=[CH:58][CH:57]=[CH:56][C:55]=1[CH2:60][NH2:61], predict the reaction product. The product is: [Cl:1][C:2]1[CH:3]=[CH:4][C:5]([C:8]2[CH:9]=[N:10][CH:11]=[C:12]3[C:17]=2[N:16]=[C:15]([C:18]([NH:61][CH2:60][C:55]2[CH:56]=[CH:57][CH:58]=[CH:59][N:54]=2)=[O:20])[CH:14]=[CH:13]3)=[CH:6][CH:7]=1.